Dataset: Full USPTO retrosynthesis dataset with 1.9M reactions from patents (1976-2016). Task: Predict the reactants needed to synthesize the given product. (1) Given the product [C:36]([O:35][C:33]([N:25]1[CH2:29][CH2:28][CH2:27][CH:26]1[C:30]([NH:18][C@H:17]([C:19]([O:21][CH3:22])=[O:20])[CH2:16][C:15]1[CH:14]=[CH:13][C:12]([O:11][CH2:10][CH2:9][C:7]2[CH:6]=[CH:5][CH:4]=[C:3]([NH:2][CH3:1])[N:8]=2)=[CH:24][CH:23]=1)=[O:31])=[O:34])([CH3:39])([CH3:38])[CH3:37], predict the reactants needed to synthesize it. The reactants are: [CH3:1][NH:2][C:3]1[N:8]=[C:7]([CH2:9][CH2:10][O:11][C:12]2[CH:24]=[CH:23][C:15]([CH2:16][C@@H:17]([C:19]([O:21][CH3:22])=[O:20])[NH2:18])=[CH:14][CH:13]=2)[CH:6]=[CH:5][CH:4]=1.[N:25]1([C:33]([O:35][C:36]([CH3:39])([CH3:38])[CH3:37])=[O:34])[CH2:29][CH2:28][CH2:27][CH:26]1[C:30]([O-])=[O:31].CN(C(ON1N=NC2C=CC=CC1=2)=[N+](C)C)C.[B-](F)(F)(F)F.[OH-].[Na+]. (2) Given the product [C:34]([O:38][C:39]([N:41]1[CH2:46][C@H:45]([CH2:47][N:48]2[CH2:53][CH2:52][O:51][CH2:50][C@H:49]2[CH3:54])[N:44]([CH2:55][C:56]([N:74]2[C:68]3[C:69](=[N:70][CH:71]=[C:66]([C:61]([F:65])([F:60])[CH2:62][CH2:63][CH3:64])[CH:67]=3)[C:72]([CH3:75])([CH3:76])[CH2:73]2)=[O:57])[CH2:43][C@H:42]1[CH3:59])=[O:40])([CH3:36])([CH3:37])[CH3:35], predict the reactants needed to synthesize it. The reactants are: CN(C(ON1N=NC2C=CC=NC1=2)=[N+](C)C)C.F[P-](F)(F)(F)(F)F.CCN(C(C)C)C(C)C.[C:34]([O:38][C:39]([N:41]1[CH2:46][C@H:45]([CH2:47][N:48]2[CH2:53][CH2:52][O:51][CH2:50][C@H:49]2[CH3:54])[N:44]([CH2:55][C:56](O)=[O:57])[CH2:43][C@H:42]1[CH3:59])=[O:40])([CH3:37])([CH3:36])[CH3:35].[F:60][C:61]([C:66]1[CH:67]=[C:68]2[NH:74][CH2:73][C:72]([CH3:76])([CH3:75])[C:69]2=[N:70][CH:71]=1)([F:65])[CH2:62][CH2:63][CH3:64]. (3) Given the product [NH2:24][C:22]1[CH:23]=[C:18]2[NH:17][C:16]([C:3]3[CH:4]=[C:5]([NH:8][C:9]([C:11]4[O:12][CH:13]=[CH:14][CH:15]=4)=[O:10])[CH:6]=[CH:7][C:2]=3[Cl:1])=[N:27][C:19]2=[N:20][CH:21]=1, predict the reactants needed to synthesize it. The reactants are: [Cl:1][C:2]1[CH:7]=[CH:6][C:5]([NH:8][C:9]([C:11]2[O:12][CH:13]=[CH:14][CH:15]=2)=[O:10])=[CH:4][C:3]=1[C:16]1[NH:17][C:18]2[C:19]([N:27]=1)=[N:20][CH:21]=[C:22]([N+:24]([O-])=O)[CH:23]=2.O.O.Cl[Sn]Cl. (4) The reactants are: [Li+].CC([N-][CH:6]([CH3:8])[CH3:7])C.C[O:10][C:11](=[O:16])/[CH:12]=[CH:13]/[O:14][CH3:15].[C:17]1([CH2:23]CC(=O)C)[CH:22]=[CH:21][CH:20]=[CH:19][CH:18]=1.Cl. Given the product [CH3:15][O:14][C:13]1[C:6]([CH3:7])([CH2:8][CH2:23][C:17]2[CH:22]=[CH:21][CH:20]=[CH:19][CH:18]=2)[O:10][C:11](=[O:16])[CH:12]=1, predict the reactants needed to synthesize it. (5) The reactants are: C(OC(=O)[NH:7][C@@H:8]([C:13]1[CH:18]=[CH:17][CH:16]=[CH:15][CH:14]=1)[C:9]([OH:12])([CH3:11])[CH3:10])(C)(C)C.O1CCOCC1.Cl. Given the product [NH2:7][C@@H:8]([C:13]1[CH:18]=[CH:17][CH:16]=[CH:15][CH:14]=1)[C:9]([CH3:11])([OH:12])[CH3:10], predict the reactants needed to synthesize it. (6) Given the product [CH2:15]([O:17][C:18](=[O:34])[C:19]1[CH:24]=[C:23]([C:2]2[C:3]([N:9]3[CH2:14][CH2:13][O:12][CH2:11][CH2:10]3)=[N:4][C:5]([Cl:8])=[N:6][CH:7]=2)[CH:22]=[N:21][CH:20]=1)[CH3:16], predict the reactants needed to synthesize it. The reactants are: Br[C:2]1[C:3]([N:9]2[CH2:14][CH2:13][O:12][CH2:11][CH2:10]2)=[N:4][C:5]([Cl:8])=[N:6][CH:7]=1.[CH2:15]([O:17][C:18](=[O:34])[C:19]1[CH:24]=[C:23](B2OC(C)(C)C(C)(C)O2)[CH:22]=[N:21][CH:20]=1)[CH3:16].C(Cl)Cl.C(=O)([O-])[O-].[Na+].[Na+]. (7) Given the product [CH3:18][N:3]1[C:2]([CH3:15])([CH3:1])[C:10]2[C:5](=[C:6]([N+:11]([O-:13])=[O:12])[CH:7]=[CH:8][CH:9]=2)[C:4]1=[O:14], predict the reactants needed to synthesize it. The reactants are: [CH3:1][C:2]1([CH3:15])[C:10]2[C:5](=[C:6]([N+:11]([O-:13])=[O:12])[CH:7]=[CH:8][CH:9]=2)[C:4](=[O:14])[NH:3]1.[H-].[Na+].[CH3:18]O.IC.